Task: Predict the product of the given reaction.. Dataset: Forward reaction prediction with 1.9M reactions from USPTO patents (1976-2016) (1) Given the reactants [C:1]([N:4]1[C:13]2[C:8](=[CH:9][CH:10]=[CH:11][CH:12]=2)[C:7](=O)[CH2:6][CH:5]1[CH3:15])(=[O:3])[CH3:2].[O:16]1[CH2:21][CH2:20][N:19]([C:22]2[CH:28]=[CH:27][C:25]([NH2:26])=[CH:24][CH:23]=2)[CH2:18][CH2:17]1.[ClH:29], predict the reaction product. The product is: [C:1]([N:4]1[C:13]2[C:8](=[CH:9][CH:10]=[CH:11][CH:12]=2)[C@H:7]([NH:26][C:25]2[CH:24]=[CH:23][C:22]([N:19]3[CH2:20][CH2:21][O:16][CH2:17][CH2:18]3)=[CH:28][CH:27]=2)[CH2:6][C@@H:5]1[CH3:15])(=[O:3])[CH3:2].[ClH:29]. (2) Given the reactants [C:1]([O:6][CH3:7])(=[O:5])[C:2]([CH3:4])=[CH2:3].[Cl:8][C:9]1[CH:10]=[C:11]([CH2:15][C:16]([C:18]2[CH:23]=[CH:22][C:21]([Cl:24])=[CH:20][CH:19]=2)=[O:17])[CH:12]=[CH:13][CH:14]=1.CC(C)([O-])C.[K+], predict the reaction product. The product is: [Cl:8][C:9]1[CH:10]=[C:11]([CH:15]([C:16]([C:18]2[CH:19]=[CH:20][C:21]([Cl:24])=[CH:22][CH:23]=2)=[O:17])[CH2:3][CH:2]([CH3:4])[C:1]([O:6][CH3:7])=[O:5])[CH:12]=[CH:13][CH:14]=1. (3) Given the reactants [CH2:1]([N:3](C(=O)C1C=CC(O)=CC=1)[C:4]1[CH:9]=[C:8]([O:10][CH3:11])[CH:7]=[CH:6][C:5]=1[C@H:12]1[CH2:21][CH2:20][C:19]2[CH:18]=[C:17]([O:22]C(=O)C(C)(C)C)[CH:16]=[CH:15][C:14]=2[CH2:13]1)[CH3:2].[N:38]1([C:46](=O)[CH2:47]Cl)[CH2:45][CH2:44][CH2:43][CH2:42][CH2:41][CH2:40][CH2:39]1, predict the reaction product. The product is: [N:38]1([CH2:46][CH2:47][O:10][C:8]2[CH:9]=[CH:4][C:5]([CH2:12][CH2:2][CH2:1][NH:3][C:4]3[CH:9]=[C:8]([O:10][CH3:11])[CH:7]=[CH:6][C:5]=3[C@H:12]3[CH2:21][CH2:20][C:19]4[CH:18]=[C:17]([OH:22])[CH:16]=[CH:15][C:14]=4[CH2:13]3)=[CH:6][CH:7]=2)[CH2:45][CH2:44][CH2:43][CH2:42][CH2:41][CH2:40][CH2:39]1. (4) Given the reactants C([O:3][C:4](=[O:22])[C@@H:5]([O:20][CH3:21])[CH2:6][C:7]1[CH:12]=[CH:11][C:10]([O:13][C:14]([C:17]([OH:19])=O)([CH3:16])[CH3:15])=[CH:9][CH:8]=1)C.[C:23]1([C:31]2[CH:36]=[CH:35][CH:34]=[CH:33][CH:32]=2)[CH:28]=[CH:27][CH:26]=[C:25]([CH2:29][NH2:30])[CH:24]=1.C(O[C@@H](CC1C=CC(O[C@@H](C(=O)NCCC2C=CC(OC3C=CC=CC=3)=CC=2)C)=CC=1)C(O)=O)C, predict the reaction product. The product is: [C:23]1([C:31]2[CH:36]=[CH:35][CH:34]=[CH:33][CH:32]=2)[CH:28]=[CH:27][CH:26]=[C:25]([CH2:29][NH:30][C:17]([C:14]([CH3:15])([O:13][C:10]2[CH:9]=[CH:8][C:7]([CH2:6][C@H:5]([O:20][CH3:21])[C:4]([OH:3])=[O:22])=[CH:12][CH:11]=2)[CH3:16])=[O:19])[CH:24]=1.